This data is from Reaction yield outcomes from USPTO patents with 853,638 reactions. The task is: Predict the reaction yield, written as a fraction of the theoretical maximum amount of product (1.0 means a 100% yield; for example, 0.34 means a 34% yield). (1) The reactants are Br[C:2]1[CH:3]=[C:4]([C:7]([NH2:9])=[O:8])[O:5][CH:6]=1.[B:10]1([B:10]2[O:14][C:13]([CH3:16])([CH3:15])[C:12]([CH3:18])([CH3:17])[O:11]2)[O:14][C:13]([CH3:16])([CH3:15])[C:12]([CH3:18])([CH3:17])[O:11]1.CC([O-])=O.[K+]. The catalyst is O1CCOCC1. The product is [CH3:17][C:12]1([CH3:18])[C:13]([CH3:16])([CH3:15])[O:14][B:10]([C:2]2[CH:3]=[C:4]([C:7]([NH2:9])=[O:8])[O:5][CH:6]=2)[O:11]1. The yield is 0.660. (2) The reactants are [C:1]([C:3]1[C:4]([NH:9][C:10]([NH:12]C(=O)C2C=CC=CC=2)=[O:11])=[N:5][CH:6]=[CH:7][CH:8]=1)#[N:2].[OH-].[Na+]. The catalyst is CCO. The product is [NH2:2][C:1]1[C:3]2[CH:8]=[CH:7][CH:6]=[N:5][C:4]=2[NH:9][C:10](=[O:11])[N:12]=1. The yield is 0.550. (3) The yield is 0.900. The catalyst is O1CCCC1.O.[Ni]. The product is [NH2:1][C:4]1[CH:9]=[CH:8][C:7]([CH:10]([OH:18])[CH2:11][N:12]2[CH2:17][CH2:16][CH2:15][CH2:14][CH2:13]2)=[CH:6][CH:5]=1. The reactants are [N+:1]([C:4]1[CH:9]=[CH:8][C:7]([CH:10]([OH:18])[CH2:11][N:12]2[CH2:17][CH2:16][CH2:15][CH2:14][CH2:13]2)=[CH:6][CH:5]=1)([O-])=O.